From a dataset of Peptide-MHC class I binding affinity with 185,985 pairs from IEDB/IMGT. Regression. Given a peptide amino acid sequence and an MHC pseudo amino acid sequence, predict their binding affinity value. This is MHC class I binding data. (1) The peptide sequence is CSVNVSCLI. The MHC is Mamu-B17 with pseudo-sequence Mamu-B17. The binding affinity (normalized) is 0.166. (2) The binding affinity (normalized) is 0. The peptide sequence is KTAVNMLTH. The MHC is HLA-A33:01 with pseudo-sequence HLA-A33:01. (3) The peptide sequence is FQPQNNQFI. The MHC is H-2-Kb with pseudo-sequence H-2-Kb. The binding affinity (normalized) is 0.0258. (4) The peptide sequence is YGLVQQSHYA. The MHC is H-2-Db with pseudo-sequence H-2-Db. The binding affinity (normalized) is 0.0792. (5) The peptide sequence is LVFLWLLWPV. The MHC is HLA-A02:02 with pseudo-sequence HLA-A02:02. The binding affinity (normalized) is 1.00. (6) The peptide sequence is VWTLMNVITL. The MHC is HLA-A24:02 with pseudo-sequence HLA-A24:02. The binding affinity (normalized) is 0.516.